This data is from Reaction yield outcomes from USPTO patents with 853,638 reactions. The task is: Predict the reaction yield, written as a fraction of the theoretical maximum amount of product (1.0 means a 100% yield; for example, 0.34 means a 34% yield). (1) The reactants are Cl.[NH2:2][CH2:3][CH2:4][CH2:5][N:6]1[C:25]([C:26]([O:28]CC)=O)=[C:9]2[CH2:10][CH2:11][C:12]3[CH:13]=[N:14][C:15]([NH:18][C:19]4[CH:24]=[CH:23][CH:22]=[CH:21][CH:20]=4)=[N:16][C:17]=3[C:8]2=[N:7]1.C(=O)([O-])[O-].[Cs+].[Cs+]. The catalyst is CO. The product is [NH:18]([C:15]1[N:14]=[CH:13][C:12]2[CH2:11][CH2:10][C:9]3=[C:25]4[C:26](=[O:28])[NH:2][CH2:3][CH2:4][CH2:5][N:6]4[N:7]=[C:8]3[C:17]=2[N:16]=1)[C:19]1[CH:24]=[CH:23][CH:22]=[CH:21][CH:20]=1. The yield is 0.700. (2) The reactants are I[CH2:2][C@@H:3]([CH3:18])[CH2:4][N:5]1[C:10]2[CH:11]=[C:12]([O:15][CH3:16])[CH:13]=[CH:14][C:9]=2[O:8][CH2:7][C:6]1=[O:17].[CH2:19]([O:22][CH:23]1[CH2:28][CH2:27][NH:26][CH2:25][CH2:24]1)[CH2:20][CH3:21]. The catalyst is CCCCCCC.CCOC(C)=O. The product is [CH3:16][O:15][C:12]1[CH:13]=[CH:14][C:9]2[O:8][CH2:7][C:6](=[O:17])[N:5]([CH2:4][C@H:3]([CH3:18])[CH2:2][N:26]3[CH2:27][CH2:28][CH:23]([O:22][CH2:19][CH2:20][CH3:21])[CH2:24][CH2:25]3)[C:10]=2[CH:11]=1. The yield is 0.530. (3) The reactants are [CH:1]1([NH:5][S:6]([C:9]2[CH:14]=[CH:13][CH:12]=[CH:11][C:10]=2[N+:15]([O-])=O)(=[O:8])=[O:7])[CH2:4][CH2:3][CH2:2]1. The catalyst is CO.[Pd]. The product is [NH2:15][C:10]1[CH:11]=[CH:12][CH:13]=[CH:14][C:9]=1[S:6]([NH:5][CH:1]1[CH2:4][CH2:3][CH2:2]1)(=[O:8])=[O:7]. The yield is 0.971. (4) The reactants are C(OC([N:8]1[CH2:13][CH2:12][CH:11]([O:14][C:15]2[CH:20]=[CH:19][C:18]([C:21]3[CH:26]([CH3:27])[CH2:25][C:24](=[O:28])[NH:23][N:22]=3)=[CH:17][CH:16]=2)[CH2:10][CH2:9]1)=O)(C)(C)C.FC(F)(F)C(O)=O. The catalyst is C(Cl)Cl. The product is [CH3:27][CH:26]1[C:21]([C:18]2[CH:17]=[CH:16][C:15]([O:14][CH:11]3[CH2:12][CH2:13][NH:8][CH2:9][CH2:10]3)=[CH:20][CH:19]=2)=[N:22][NH:23][C:24](=[O:28])[CH2:25]1. The yield is 0.470. (5) The reactants are [N+:1]([C:4]1[CH:12]=[CH:11][CH:10]=[C:9]2[C:5]=1[CH:6]=[N:7][NH:8]2)([O-:3])=[O:2].C(=O)([O-])[O-].[K+].[K+].[CH3:19][O:20][C:21]1[CH:28]=[CH:27][C:24]([CH2:25]Cl)=[CH:23][CH:22]=1. The catalyst is CN(C=O)C.O. The product is [CH3:19][O:20][C:21]1[CH:28]=[CH:27][C:24]([CH2:25][N:8]2[C:9]3[C:5](=[C:4]([N+:1]([O-:3])=[O:2])[CH:12]=[CH:11][CH:10]=3)[CH:6]=[N:7]2)=[CH:23][CH:22]=1. The yield is 0.518. (6) The reactants are [CH3:1][O:2][C:3]([CH:5]1[CH2:10][CH2:9][N:8]([C:11]([O:13][C:14]([CH3:17])([CH3:16])[CH3:15])=[O:12])[CH2:7][CH2:6]1)=[O:4].[CH:18]([N-]C(C)C)(C)C.[Li+].IC. The catalyst is C1COCC1. The product is [CH3:1][O:2][C:3]([C:5]1([CH3:18])[CH2:6][CH2:7][N:8]([C:11]([O:13][C:14]([CH3:17])([CH3:16])[CH3:15])=[O:12])[CH2:9][CH2:10]1)=[O:4]. The yield is 0.640.